This data is from Forward reaction prediction with 1.9M reactions from USPTO patents (1976-2016). The task is: Predict the product of the given reaction. (1) Given the reactants [CH3:1][O:2][C:3](=[O:11])[C:4]1[CH:9]=[C:8]([OH:10])[CH:7]=[N:6][CH:5]=1.[Cl:12][O-].[Na+], predict the reaction product. The product is: [CH3:1][O:2][C:3](=[O:11])[C:4]1[CH:9]=[C:8]([OH:10])[C:7]([Cl:12])=[N:6][CH:5]=1. (2) Given the reactants [CH2:1]([N:8]1[CH2:13][CH:12]([C:14]2[CH:19]=[CH:18][C:17](Br)=[CH:16][CH:15]=2)[O:11][CH2:10][CH2:9]1)[C:2]1[CH:7]=[CH:6][CH:5]=[CH:4][CH:3]=1.[Li]CCCC.[CH3:26][C:27]1[CH:32]=[CH:31][CH:30]=[CH:29][C:28]=1[S:33](F)(=[O:35])=[O:34].C([O-])(O)=O.[Na+], predict the reaction product. The product is: [CH2:1]([N:8]1[CH2:9][CH2:10][O:11][CH:12]([C:14]2[CH:19]=[CH:18][C:17]([S:33]([C:28]3[C:27]([CH3:26])=[CH:32][CH:31]=[CH:30][CH:29]=3)(=[O:35])=[O:34])=[CH:16][CH:15]=2)[CH2:13]1)[C:2]1[CH:7]=[CH:6][CH:5]=[CH:4][CH:3]=1. (3) Given the reactants CN(/[CH:4]=[N:5]/[C:6](=O)[C:7]1[CH:12]=[C:11]([N+:13]([O-:15])=[O:14])[C:10]([O:16][CH3:17])=[C:9]([O:18][CH3:19])[CH:8]=1)C.[F:21][C:22]([F:33])([F:32])[C:23]1[N:31]=[CH:30][CH:29]=[CH:28][C:24]=1[C:25](=[NH:27])[NH2:26], predict the reaction product. The product is: [CH3:19][O:18][C:9]1[CH:8]=[C:7]([C:6]2[N:26]=[C:25]([C:24]3[C:23]([C:22]([F:32])([F:21])[F:33])=[N:31][CH:30]=[CH:29][CH:28]=3)[N:27]=[CH:4][N:5]=2)[CH:12]=[C:11]([N+:13]([O-:15])=[O:14])[C:10]=1[O:16][CH3:17]. (4) The product is: [CH3:1][O:2][C:3](=[O:18])[CH2:4][N:5]1[C:10]2[CH:11]=[CH:12][CH:13]=[CH:14][C:9]=2[O:8][C:7]([CH3:16])([CH3:15])[C:6]1=[S:28]. Given the reactants [CH3:1][O:2][C:3](=[O:18])[CH2:4][N:5]1[C:10]2[CH:11]=[CH:12][CH:13]=[CH:14][C:9]=2[O:8][C:7]([CH3:16])([CH3:15])[C:6]1=O.COC1C=CC(P2(SP(C3C=CC(OC)=CC=3)(=S)S2)=[S:28])=CC=1.O.C(=O)([O-])O.[Na+], predict the reaction product. (5) Given the reactants Cl[C:2]1[CH:3]=[CH:4][C:5]([N+:9]([O-:11])=[O:10])=[C:6]([NH2:8])[CH:7]=1.Cl.[OH:13][CH:14]1[CH2:19][CH2:18][CH2:17][NH:16][CH2:15]1.C([O-])([O-])=O.[K+].[K+].O, predict the reaction product. The product is: [NH2:8][C:6]1[CH:7]=[C:2]([N:16]2[CH2:17][CH2:18][CH2:19][CH:14]([OH:13])[CH2:15]2)[CH:3]=[CH:4][C:5]=1[N+:9]([O-:11])=[O:10]. (6) Given the reactants [Br:1][C:2]1[CH:7]=[C:6]([Cl:8])[C:5]([S:9](Cl)(=[O:11])=[O:10])=[C:4]([Cl:13])[CH:3]=1.[NH2:14][C:15]1[C:16]([CH3:21])=[N:17][N:18]([CH3:20])[CH:19]=1, predict the reaction product. The product is: [Br:1][C:2]1[CH:7]=[C:6]([Cl:8])[C:5]([S:9]([NH:14][C:15]2[C:16]([CH3:21])=[N:17][N:18]([CH3:20])[CH:19]=2)(=[O:11])=[O:10])=[C:4]([Cl:13])[CH:3]=1. (7) Given the reactants [NH2:1][CH2:2][CH2:3][C:4]1[CH:12]=[CH:11][C:7]([N:8]([CH3:10])[CH3:9])=[CH:6][CH:5]=1.C(=O)([O-])[O-].[K+].[K+].O.[C:20]([C:22]1[CH:23]=[CH:24][C:25]([O:32][CH3:33])=[C:26]([S:28](Cl)(=[O:30])=[O:29])[CH:27]=1)#[N:21], predict the reaction product. The product is: [C:20]([C:22]1[CH:23]=[CH:24][C:25]([O:32][CH3:33])=[C:26]([S:28]([NH:1][CH2:2][CH2:3][C:4]2[CH:12]=[CH:11][C:7]([N:8]([CH3:9])[CH3:10])=[CH:6][CH:5]=2)(=[O:30])=[O:29])[CH:27]=1)#[N:21]. (8) Given the reactants FC(F)(F)C(O)=O.COC1C=C(OC)C=CC=1C[NH:13][C:14]1[N:22]=[C:21]([C:23]#[N:24])[N:20]=[C:19]2[C:15]=1[N:16]([CH2:25][C@H:26]1[CH2:31][CH2:30][C@H:29]([CH3:32])[CH2:28][CH2:27]1)[CH:17]=[N:18]2, predict the reaction product. The product is: [NH2:13][C:14]1[N:22]=[C:21]([C:23]#[N:24])[N:20]=[C:19]2[C:15]=1[N:16]([CH2:25][C@H:26]1[CH2:31][CH2:30][C@H:29]([CH3:32])[CH2:28][CH2:27]1)[CH:17]=[N:18]2.